From a dataset of Forward reaction prediction with 1.9M reactions from USPTO patents (1976-2016). Predict the product of the given reaction. (1) Given the reactants C[C:2]([CH3:5])([O-])[CH3:3].[K+].[CH3:7][O:8][C:9]([C:11]1[CH:20]=[CH:19][C:14]2[NH:15][C:16](=[O:18])[NH:17][C:13]=2[CH:12]=1)=[O:10].[CH2:21](Br)[CH:22]=[CH2:23].Cl, predict the reaction product. The product is: [CH3:7][O:8][C:9]([C:11]1[CH:20]=[CH:19][C:14]2[N:15]([CH2:23][CH:22]=[CH2:21])[C:16](=[O:18])[N:17]([CH2:3][CH:2]=[CH2:5])[C:13]=2[CH:12]=1)=[O:10]. (2) Given the reactants [C:1]([C:3]1[CH:4]=[C:5]([C:16]2[C:17]3[CH:24]=[C:23]([C:25]4[N:30]=[C:29]([NH:31]C(=O)OC(C)(C)C)[CH:28]=[N:27][CH:26]=4)[N:22](COCC[Si](C)(C)C)[C:18]=3[N:19]=[CH:20][N:21]=2)[CH:6]=[CH:7][C:8]=1[O:9][CH:10]1[CH2:15][CH2:14][O:13][CH2:12][CH2:11]1)#[N:2], predict the reaction product. The product is: [NH2:31][C:29]1[N:30]=[C:25]([C:23]2[NH:22][C:18]3[N:19]=[CH:20][N:21]=[C:16]([C:5]4[CH:6]=[CH:7][C:8]([O:9][CH:10]5[CH2:15][CH2:14][O:13][CH2:12][CH2:11]5)=[C:3]([CH:4]=4)[C:1]#[N:2])[C:17]=3[CH:24]=2)[CH:26]=[N:27][CH:28]=1. (3) Given the reactants [C:1]([C:3]1[CH:8]=[CH:7][C:6]([CH:9]2[N:14]([CH2:15][C:16]3[O:20][C:19]([C:21]([O:23]C)=[O:22])=[CH:18][CH:17]=3)[C:13](=[O:25])[N:12]([C:26]3[CH:31]=[CH:30][CH:29]=[C:28]([C:32]([F:35])([F:34])[F:33])[CH:27]=3)[C:11]([CH3:36])=[C:10]2[C:37]([C:39]2[O:40][CH:41]=[CH:42][CH:43]=2)=[O:38])=[CH:5][CH:4]=1)#[N:2].[OH-].[Li+].Cl.CO, predict the reaction product. The product is: [C:1]([C:3]1[CH:8]=[CH:7][C:6]([CH:9]2[N:14]([CH2:15][C:16]3[O:20][C:19]([C:21]([OH:23])=[O:22])=[CH:18][CH:17]=3)[C:13](=[O:25])[N:12]([C:26]3[CH:31]=[CH:30][CH:29]=[C:28]([C:32]([F:35])([F:34])[F:33])[CH:27]=3)[C:11]([CH3:36])=[C:10]2[C:37]([C:39]2[O:40][CH:41]=[CH:42][CH:43]=2)=[O:38])=[CH:5][CH:4]=1)#[N:2]. (4) The product is: [Cl:20][C:17]1[CH:18]=[CH:19][C:14]([CH:7]([NH:6][C:4]([CH2:3][NH:2][C:25](=[O:26])[C:24]2[CH:28]=[CH:29][CH:30]=[CH:31][C:23]=2[C:22]([F:21])([F:32])[F:33])=[O:5])[C:8]2[CH:13]=[CH:12][CH:11]=[CH:10][CH:9]=2)=[CH:15][CH:16]=1. Given the reactants Cl.[NH2:2][CH2:3][C:4]([NH:6][CH:7]([C:14]1[CH:19]=[CH:18][C:17]([Cl:20])=[CH:16][CH:15]=1)[C:8]1[CH:13]=[CH:12][CH:11]=[CH:10][CH:9]=1)=[O:5].[F:21][C:22]([F:33])([F:32])[C:23]1[CH:31]=[CH:30][CH:29]=[CH:28][C:24]=1[C:25](O)=[O:26], predict the reaction product. (5) The product is: [Br:11][C:7]1[CH:8]=[C:9]2[C:4](=[CH:5][CH:6]=1)[N:3]([S:20]([C:15]1[CH:14]=[CH:19][C:18]([CH3:26])=[CH:17][CH:16]=1)(=[O:21])=[O:22])[C:2]([CH3:1])=[CH:10]2. Given the reactants [CH3:1][C:2]1[NH:3][C:4]2[C:9]([CH:10]=1)=[CH:8][C:7]([Br:11])=[CH:6][CH:5]=2.[H-].[Na+].[C:14]1(C)[C:15]([S:20](Cl)(=[O:22])=[O:21])=[CH:16][CH:17]=[CH:18][CH:19]=1.O.[CH3:26]N(C=O)C, predict the reaction product.